This data is from Peptide-MHC class I binding affinity with 185,985 pairs from IEDB/IMGT. The task is: Regression. Given a peptide amino acid sequence and an MHC pseudo amino acid sequence, predict their binding affinity value. This is MHC class I binding data. (1) The peptide sequence is YSIPATLLVW. The MHC is HLA-B53:01 with pseudo-sequence HLA-B53:01. The binding affinity (normalized) is 0.622. (2) The peptide sequence is RLRAEAQVK. The MHC is HLA-B40:01 with pseudo-sequence HLA-B40:01. The binding affinity (normalized) is 0. (3) The binding affinity (normalized) is 0.738. The peptide sequence is WQDGGWQSV. The MHC is HLA-A02:01 with pseudo-sequence HLA-A02:01. (4) The peptide sequence is DEEDDDLVGV. The MHC is Mamu-A11 with pseudo-sequence Mamu-A11. The binding affinity (normalized) is 0.0291. (5) The peptide sequence is RPRCAYLPF. The MHC is HLA-B08:01 with pseudo-sequence HLA-B08:01. The binding affinity (normalized) is 0.714.